Task: Regression. Given two drug SMILES strings and cell line genomic features, predict the synergy score measuring deviation from expected non-interaction effect.. Dataset: NCI-60 drug combinations with 297,098 pairs across 59 cell lines Drug 1: C1C(C(OC1N2C=C(C(=O)NC2=O)F)CO)O. Drug 2: C1=NC2=C(N=C(N=C2N1C3C(C(C(O3)CO)O)O)F)N. Cell line: K-562. Synergy scores: CSS=40.3, Synergy_ZIP=-1.88, Synergy_Bliss=-3.15, Synergy_Loewe=-21.9, Synergy_HSA=-1.37.